Regression. Given two drug SMILES strings and cell line genomic features, predict the synergy score measuring deviation from expected non-interaction effect. From a dataset of NCI-60 drug combinations with 297,098 pairs across 59 cell lines. Drug 1: C1=CC(=CC=C1CC(C(=O)O)N)N(CCCl)CCCl.Cl. Drug 2: C1CN(P(=O)(OC1)NCCCl)CCCl. Cell line: PC-3. Synergy scores: CSS=0.922, Synergy_ZIP=-3.19, Synergy_Bliss=-4.88, Synergy_Loewe=-16.6, Synergy_HSA=-6.18.